This data is from Reaction yield outcomes from USPTO patents with 853,638 reactions. The task is: Predict the reaction yield, written as a fraction of the theoretical maximum amount of product (1.0 means a 100% yield; for example, 0.34 means a 34% yield). (1) The reactants are [CH:1]1([C:4]2[N:5]=[C:6]3[C:12]([C:13](O)=[O:14])=[CH:11][N:10]([CH2:16][O:17][CH2:18][CH2:19][Si:20]([CH3:23])([CH3:22])[CH3:21])[C:7]3=[N:8][CH:9]=2)[CH2:3][CH2:2]1.[NH2:24][CH2:25][CH:26]1[CH2:30][CH2:29][N:28]([C:31]([O:33][C:34]([CH3:37])([CH3:36])[CH3:35])=[O:32])[CH2:27]1.C1C=CC2N(O)N=NC=2C=1.C(Cl)CCl.C(N(CC)C(C)C)(C)C. The catalyst is CN(C=O)C. The product is [C:34]([O:33][C:31]([N:28]1[CH2:29][CH2:30][CH:26]([CH2:25][NH:24][C:13]([C:12]2[C:6]3[C:7](=[N:8][CH:9]=[C:4]([CH:1]4[CH2:2][CH2:3]4)[N:5]=3)[N:10]([CH2:16][O:17][CH2:18][CH2:19][Si:20]([CH3:23])([CH3:22])[CH3:21])[CH:11]=2)=[O:14])[CH2:27]1)=[O:32])([CH3:37])([CH3:36])[CH3:35]. The yield is 0.840. (2) The reactants are ClC[CH2:3][O:4][C:5]1[CH:6]=[C:7]2[C:12](=[CH:13][C:14]=1[O:15][CH3:16])[N:11]=[C:10]([C:17]1[CH:22]=[CH:21][CH:20]=[C:19]([C:23]3[CH:28]=[CH:27][CH:26]=[CH:25][CH:24]=3)[CH:18]=1)[N:9]=[C:8]2[NH:29][C:30]1[CH:31]=[C:32]2[C:36](=[CH:37][CH:38]=1)[N:35](C(OC(C)(C)C)=O)[N:34]=[CH:33]2.[CH3:46][N:47]([CH3:53])[C:48](=[O:52])[CH2:49][NH:50][CH3:51].[CH3:54]S(C)=O. No catalyst specified. The product is [NH:35]1[C:36]2[C:32](=[CH:31][C:30]([NH:29][C:8]3[C:7]4[C:12](=[CH:13][C:14]([O:15][CH3:16])=[C:5]([O:4][CH2:3][CH2:51][N:50]([CH3:54])[CH2:49][C:48]([N:47]([CH3:53])[CH3:46])=[O:52])[CH:6]=4)[N:11]=[C:10]([C:17]4[CH:22]=[CH:21][CH:20]=[C:19]([C:23]5[CH:28]=[CH:27][CH:26]=[CH:25][CH:24]=5)[CH:18]=4)[N:9]=3)=[CH:38][CH:37]=2)[CH:33]=[N:34]1. The yield is 0.740. (3) The reactants are [OH-].[Na+].C([O:5][C:6](=[O:22])[C:7]1[CH:12]=[C:11]([O:13][CH:14]([F:16])[F:15])[N:10]=[C:9]([NH:17][C@H:18]([CH2:20][CH3:21])[CH3:19])[CH:8]=1)C.Cl. The catalyst is C(O)C. The product is [C@@H:18]([NH:17][C:9]1[CH:8]=[C:7]([CH:12]=[C:11]([O:13][CH:14]([F:16])[F:15])[N:10]=1)[C:6]([OH:22])=[O:5])([CH2:20][CH3:21])[CH3:19]. The yield is 0.850. (4) The product is [Br:3][C:4]1[C:5](=[O:1])[C:6]2[C:14](=[CH:15][CH:16]=1)[C:13]1[C:8](=[CH:9][C:10]([Br:17])=[CH:11][CH:12]=1)[CH:7]=2. The reactants are [O:1]=O.[Br:3][C:4]1[CH:16]=[CH:15][C:14]2[C:13]3[C:8](=[CH:9][C:10]([Br:17])=[CH:11][CH:12]=3)[CH2:7][C:6]=2[CH:5]=1.[OH-].[Na+]. The catalyst is [Br-].[NH4+].[NH4+].[NH4+].[NH4+].[Br-].[Br-].[Br-]. The yield is 0.832. (5) The yield is 0.330. The catalyst is CN(C=O)C. The product is [CH:1]([C:5]1[CH:15]=[CH:14][CH:13]=[CH:12][C:6]=1[O:7][CH2:8][C:9]([N:19]([CH:16]([CH3:18])[CH3:17])[NH:20][C:21](=[O:28])[C:22]1[CH:27]=[CH:26][CH:25]=[CH:24][CH:23]=1)=[O:11])([CH2:3][CH3:4])[CH3:2]. The reactants are [CH:1]([C:5]1[CH:15]=[CH:14][CH:13]=[CH:12][C:6]=1[O:7][CH2:8][C:9]([OH:11])=O)([CH2:3][CH3:4])[CH3:2].[CH:16]([NH:19][NH:20][C:21](=[O:28])[C:22]1[CH:27]=[CH:26][CH:25]=[CH:24][CH:23]=1)([CH3:18])[CH3:17].C(N(CC)CC)C.C1C=CC2N(O)N=NC=2C=1.CCN=C=NCCCN(C)C.